Dataset: Catalyst prediction with 721,799 reactions and 888 catalyst types from USPTO. Task: Predict which catalyst facilitates the given reaction. (1) Reactant: [CH3:1][C:2]1[CH:3]=[C:4]2[C:9](=[CH:10][CH:11]=1)[O:8][C:7](=[O:12])[CH2:6][CH:5]2[C:13]1[CH:18]=[CH:17][CH:16]=[CH:15][CH:14]=1.[BH4-].[Na+].C(O)(=O)C. Product: [OH:12][CH2:7][CH2:6][CH:5]([C:4]1[CH:3]=[C:2]([CH3:1])[CH:11]=[CH:10][C:9]=1[OH:8])[C:13]1[CH:14]=[CH:15][CH:16]=[CH:17][CH:18]=1. The catalyst class is: 5. (2) Reactant: [CH3:1][O:2][C:3]1[CH:8]=[CH:7][C:6]([CH2:9][C:10]([OH:12])=O)=[CH:5][CH:4]=1.CN(C(ON1N=NC2C=CC=CC1=2)=[N+](C)C)C.[B-](F)(F)(F)F.CCN(C(C)C)C(C)C.[NH2:44][S:45]([CH:48]1[CH2:53][CH2:52][N:51]([C:54]2[C:64]([C:65]#[N:66])=[CH:63][C:57]([C:58]([O:60][CH2:61][CH3:62])=[O:59])=[C:56]([CH3:67])[N:55]=2)[CH2:50][CH2:49]1)(=[O:47])=[O:46].C([O-])(O)=O.[Na+]. The catalyst class is: 64. Product: [C:65]([C:64]1[C:54]([N:51]2[CH2:50][CH2:49][CH:48]([S:45]([NH:44][C:10](=[O:12])[CH2:9][C:6]3[CH:5]=[CH:4][C:3]([O:2][CH3:1])=[CH:8][CH:7]=3)(=[O:46])=[O:47])[CH2:53][CH2:52]2)=[N:55][C:56]([CH3:67])=[C:57]([CH:63]=1)[C:58]([O:60][CH2:61][CH3:62])=[O:59])#[N:66]. (3) Reactant: [CH2:1]([O:8][C:9]([N:11]1[CH2:15][C@@H:14]([O:16][CH2:17][CH:18]([F:20])[F:19])[CH2:13][C@H:12]1[C:21]([OH:23])=[O:22])=[O:10])[C:2]1[CH:7]=[CH:6][CH:5]=[CH:4][CH:3]=1.[Si](C=[N+]=[N-])(C)(C)[CH3:25]. Product: [F:19][CH:18]([F:20])[CH2:17][O:16][C@@H:14]1[CH2:15][N:11]([C:9]([O:8][CH2:1][C:2]2[CH:3]=[CH:4][CH:5]=[CH:6][CH:7]=2)=[O:10])[C@H:12]([C:21]([O:23][CH3:25])=[O:22])[CH2:13]1. The catalyst class is: 275. (4) Reactant: [CH3:1][C:2]1[CH:6]=[CH:5][S:4][CH:3]=1.[Li]CCCC.[O:12]1[CH2:14][CH2:13]1. Product: [CH3:1][C:2]1[CH:6]=[C:5]([CH2:14][CH2:13][OH:12])[S:4][CH:3]=1. The catalyst class is: 28. (5) Reactant: [NH:1]1[CH2:4][CH:3]([N:5]2[CH:9]=[CH:8][N:7]=[C:6]2[C:10]2[S:11][C:12]3[CH2:13][CH2:14][O:15][C:16]4[CH:23]=[C:22](Br)[CH:21]=[CH:20][C:17]=4[C:18]=3[N:19]=2)[CH2:2]1.[CH3:25][C:26]([OH:43])([CH3:42])[CH2:27][N:28]1[CH:32]=[C:31](B2OC(C)(C)C(C)(C)O2)[CH:30]=[N:29]1. Product: [NH:1]1[CH2:4][CH:3]([N:5]2[CH:9]=[CH:8][N:7]=[C:6]2[C:10]2[S:11][C:12]3[CH2:13][CH2:14][O:15][C:16]4[CH:23]=[C:22]([C:31]5[CH:30]=[N:29][N:28]([CH2:27][C:26]([CH3:42])([OH:43])[CH3:25])[CH:32]=5)[CH:21]=[CH:20][C:17]=4[C:18]=3[N:19]=2)[CH2:2]1. The catalyst class is: 45.